This data is from Forward reaction prediction with 1.9M reactions from USPTO patents (1976-2016). The task is: Predict the product of the given reaction. Given the reactants [CH3:1][NH:2][CH2:3][CH2:4][OH:5].[N:6]([C:9]1[CH:18]=[CH:17][C:12]([C:13]([O:15][CH3:16])=[O:14])=[CH:11][CH:10]=1)=[C:7]=[O:8], predict the reaction product. The product is: [OH:5][CH2:4][CH2:3][N:2]([CH3:1])[C:7](=[O:8])[NH:6][C:9]1[CH:18]=[CH:17][C:12]([C:13]([O:15][CH3:16])=[O:14])=[CH:11][CH:10]=1.